The task is: Predict the reactants needed to synthesize the given product.. This data is from Full USPTO retrosynthesis dataset with 1.9M reactions from patents (1976-2016). Given the product [CH2:16]([NH:22][S:12]([C:3]1[C:4]([Cl:11])=[CH:5][CH:6]=[C:7]([N+:8]([O-:10])=[O:9])[C:2]=1[Cl:1])(=[O:14])=[O:13])[C@@H:17]1[O:21][CH2:20][CH2:19][CH2:18]1, predict the reactants needed to synthesize it. The reactants are: [Cl:1][C:2]1[C:7]([N+:8]([O-:10])=[O:9])=[CH:6][CH:5]=[C:4]([Cl:11])[C:3]=1[S:12](Cl)(=[O:14])=[O:13].[CH2:16]([NH2:22])[C@@H:17]1[O:21][CH2:20][CH2:19][CH2:18]1.C(N(CC)CC)C.